Predict the reactants needed to synthesize the given product. From a dataset of Full USPTO retrosynthesis dataset with 1.9M reactions from patents (1976-2016). (1) Given the product [CH3:1][C:2]1[CH:3]=[CH:4][C:5]2[NH:10][C:9](=[O:11])[CH2:8][N:7]([C:22](=[O:23])[CH:21]([O:20][C:19]3[CH:27]=[CH:28][C:16]([O:15][C:14]([F:30])([F:29])[F:13])=[CH:17][CH:18]=3)[CH2:25][CH3:26])[C:6]=2[N:12]=1, predict the reactants needed to synthesize it. The reactants are: [CH3:1][C:2]1[CH:3]=[CH:4][C:5]2[NH:10][C:9](=[O:11])[CH2:8][NH:7][C:6]=2[N:12]=1.[F:13][C:14]([F:30])([F:29])[O:15][C:16]1[CH:28]=[CH:27][C:19]([O:20][CH:21]([CH2:25][CH3:26])[C:22](O)=[O:23])=[CH:18][CH:17]=1.Cl.CN(C)CCCN=C=NCC.O.ON1C2C=CC=CC=2N=N1. (2) Given the product [F:1][C:2]1[C:7]([C:8]([OH:10])=[O:9])=[C:6]([O:12][CH3:13])[C:5]([N:14]([CH2:21][C:22]2[CH:23]=[CH:24][C:25]([O:28][CH3:29])=[CH:26][CH:27]=2)[S:15]([CH2:18][CH2:19][CH3:20])(=[O:17])=[O:16])=[CH:4][CH:3]=1, predict the reactants needed to synthesize it. The reactants are: [F:1][C:2]1[C:7]([C:8]([O:10]C)=[O:9])=[C:6]([O:12][CH3:13])[C:5]([N:14]([CH2:21][C:22]2[CH:27]=[CH:26][C:25]([O:28][CH3:29])=[CH:24][CH:23]=2)[S:15]([CH2:18][CH2:19][CH3:20])(=[O:17])=[O:16])=[CH:4][CH:3]=1.O1CCCC1.[OH-].[Na+].O. (3) Given the product [NH2:11][C:10]1[CH:9]=[CH:8][C:7]([C:14]2[O:18][C:17](=[O:19])[NH:16][N:15]=2)=[CH:6][C:5]=1[O:4][CH3:3], predict the reactants needed to synthesize it. The reactants are: [H][H].[CH3:3][O:4][C:5]1[CH:6]=[C:7]([C:14]2[O:18][C:17](=[O:19])[NH:16][N:15]=2)[CH:8]=[CH:9][C:10]=1[N+:11]([O-])=O. (4) Given the product [CH2:28]([NH:35][C:4](=[O:27])[CH2:5][N:6]1[C:14]2[CH:13]=[C:12]3[NH:15][C:16]([C:18]4[CH:22]=[C:21]([CH3:23])[NH:20][N:19]=4)=[N:17][C:11]3=[CH:10][C:9]=2[C:8]([CH3:24])([CH3:25])[C:7]1=[O:26])[C:29]1[CH:34]=[CH:33][CH:32]=[CH:31][CH:30]=1, predict the reactants needed to synthesize it. The reactants are: C(O[C:4](=[O:27])[CH2:5][N:6]1[C:14]2[CH:13]=[C:12]3[NH:15][C:16]([C:18]4[CH:22]=[C:21]([CH3:23])[NH:20][N:19]=4)=[N:17][C:11]3=[CH:10][C:9]=2[C:8]([CH3:25])([CH3:24])[C:7]1=[O:26])C.[CH2:28]([NH2:35])[C:29]1[CH:34]=[CH:33][CH:32]=[CH:31][CH:30]=1.[Cl-].[NH4+]. (5) Given the product [Br:18][C:15]1[S:14][C:13]([O:1][C:2]2[CH:7]=[CH:6][C:5]([S:8]([OH:11])(=[O:9])=[O:10])=[CH:4][CH:3]=2)=[N:17][CH:16]=1, predict the reactants needed to synthesize it. The reactants are: [OH:1][C:2]1[CH:7]=[CH:6][C:5]([S:8]([OH:11])(=[O:10])=[O:9])=[CH:4][CH:3]=1.Br[C:13]1[S:14][C:15]([Br:18])=[CH:16][N:17]=1.C(=O)([O-])[O-].[K+].[K+]. (6) Given the product [F:1][C:2]1[CH:3]=[C:4]([N:26]([CH3:33])[S:27]([CH3:30])(=[O:29])=[O:28])[CH:5]=[CH:6][C:7]=1[N:8]1[CH2:25][CH2:24][CH2:23][C@:10]2([C:14](=[O:15])[N:13]([C@H:16]3[CH2:17][CH2:18][C@H:19]([OH:22])[CH2:20][CH2:21]3)[CH2:12][CH2:11]2)[CH2:9]1, predict the reactants needed to synthesize it. The reactants are: [F:1][C:2]1[CH:3]=[C:4]([NH:26][S:27]([CH3:30])(=[O:29])=[O:28])[CH:5]=[CH:6][C:7]=1[N:8]1[CH2:25][CH2:24][CH2:23][C@:10]2([C:14](=[O:15])[N:13]([C@H:16]3[CH2:21][CH2:20][C@H:19]([OH:22])[CH2:18][CH2:17]3)[CH2:12][CH2:11]2)[CH2:9]1.CI.[C:33](=O)([O-])[O-].[K+].[K+].CC(C)=O. (7) Given the product [N:10]1([C:2]2[CH:7]=[C:6]([CH:5]=[CH:4][N:3]=2)[C:8]#[N:9])[CH2:15][CH2:14][O:13][CH2:12][CH2:11]1, predict the reactants needed to synthesize it. The reactants are: Cl[C:2]1[CH:7]=[C:6]([C:8]#[N:9])[CH:5]=[CH:4][N:3]=1.[NH:10]1[CH2:15][CH2:14][O:13][CH2:12][CH2:11]1.O. (8) Given the product [N:21]1[CH:26]=[CH:25][C:24]([C:27]2[CH:28]=[N:29][CH:30]=[N:31][CH:32]=2)=[N:23][C:22]=1[NH:33][C:34]1[CH:35]=[C:36]([NH:41][C:17]([C:13]2[CH:12]=[C:11]3[C:16](=[CH:15][CH:14]=2)[CH:8]([N:5]2[CH2:4][CH2:3][N:2]([CH3:1])[CH2:7][CH2:6]2)[CH2:9][CH2:10]3)=[O:18])[CH:37]=[CH:38][C:39]=1[CH3:40], predict the reactants needed to synthesize it. The reactants are: [CH3:1][N:2]1[CH2:7][CH2:6][N:5]([CH:8]2[C:16]3[C:11](=[CH:12][C:13]([C:17](OC)=[O:18])=[CH:14][CH:15]=3)[CH2:10][CH2:9]2)[CH2:4][CH2:3]1.[N:21]1[CH:26]=[CH:25][C:24]([C:27]2[CH:28]=[N:29][CH:30]=[N:31][CH:32]=2)=[N:23][C:22]=1[NH:33][C:34]1[CH:35]=[C:36]([NH2:41])[CH:37]=[CH:38][C:39]=1[CH3:40].C[Al](C)C.C(C(C(C([O-])=O)O)O)([O-])=O.[Na+].[K+]. (9) Given the product [O:29]=[C:28]1[NH:26][N:27]=[C:1]([C:3]2[N:4]=[C:5]([O:13][C@H:14]3[CH2:18][CH2:17][N:16]([C:19]([O:21][C:22]([CH3:25])([CH3:24])[CH3:23])=[O:20])[CH2:15]3)[C:6]3[C:11]([CH:12]=2)=[CH:10][CH:9]=[CH:8][CH:7]=3)[NH:2]1, predict the reactants needed to synthesize it. The reactants are: [C:1]([C:3]1[N:4]=[C:5]([O:13][C@H:14]2[CH2:18][CH2:17][N:16]([C:19]([O:21][C:22]([CH3:25])([CH3:24])[CH3:23])=[O:20])[CH2:15]2)[C:6]2[C:11]([CH:12]=1)=[CH:10][CH:9]=[CH:8][CH:7]=2)#[N:2].[NH:26]([C:28](OCC)=[O:29])[NH2:27].